Dataset: Forward reaction prediction with 1.9M reactions from USPTO patents (1976-2016). Task: Predict the product of the given reaction. Given the reactants [CH3:1][O:2][C:3]1[CH:8]=[CH:7][C:6]([N:9]2[CH2:14][CH2:13][CH:12]([N:15]3[CH2:19][CH2:18][C@@H:17]([NH2:20])[CH2:16]3)[CH2:11][CH2:10]2)=[CH:5][CH:4]=1.[C:21]([O:25][C:26]([NH:28][CH2:29][C:30](O)=[O:31])=[O:27])([CH3:24])([CH3:23])[CH3:22].C(Cl)CCl.O, predict the reaction product. The product is: [C:21]([O:25][C:26](=[O:27])[NH:28][CH2:29][C:30]([NH:20][C@@H:17]1[CH2:18][CH2:19][N:15]([CH:12]2[CH2:13][CH2:14][N:9]([C:6]3[CH:7]=[CH:8][C:3]([O:2][CH3:1])=[CH:4][CH:5]=3)[CH2:10][CH2:11]2)[CH2:16]1)=[O:31])([CH3:24])([CH3:22])[CH3:23].